This data is from Reaction yield outcomes from USPTO patents with 853,638 reactions. The task is: Predict the reaction yield, written as a fraction of the theoretical maximum amount of product (1.0 means a 100% yield; for example, 0.34 means a 34% yield). (1) The reactants are [CH3:1][NH:2][C:3]([C:5]1[CH:14]=[CH:13][C:12]2[C:7](=[CH:8][CH:9]=[CH:10][CH:11]=2)[C:6]=1[CH3:15])=O.CNC(C1CC2C(C=1C)=CC=CC=2)=O. No catalyst specified. The product is [CH3:15][C:6]1[C:7]2[C:12](=[CH:11][CH:10]=[CH:9][CH:8]=2)[CH:13]=[CH:14][C:5]=1[CH2:3][NH:2][CH3:1]. The yield is 0.360. (2) The reactants are [NH2:1][C:2]1[CH:23]=[CH:22][C:5]([O:6][C:7]2[CH:8]=[CH:9][C:10]3[N:11]([CH:13]=[C:14]([NH:16][C:17]([CH:19]4[CH2:21][CH2:20]4)=[O:18])[N:15]=3)[CH:12]=2)=[C:4]([F:24])[CH:3]=1.[F:25][C:26]1[CH:31]=[CH:30][C:29]([N:32]2[CH:37]=[C:36]([CH3:38])[CH:35]=[C:34]([C:39](O)=[O:40])[C:33]2=[O:42])=[CH:28][CH:27]=1.C(N(CC)C(C)C)(C)C.CN(C(ON1N=NC2C=CC=NC1=2)=[N+](C)C)C.F[P-](F)(F)(F)(F)F.C(=O)([O-])O.[Na+]. The catalyst is CN(C)C=O.CO.O1CCCC1.C(OCC)(=O)C. The product is [CH:19]1([C:17]([NH:16][C:14]2[N:15]=[C:10]3[CH:9]=[CH:8][C:7]([O:6][C:5]4[CH:22]=[CH:23][C:2]([NH:1][C:39]([C:34]5[C:33](=[O:42])[N:32]([C:29]6[CH:28]=[CH:27][C:26]([F:25])=[CH:31][CH:30]=6)[CH:37]=[C:36]([CH3:38])[CH:35]=5)=[O:40])=[CH:3][C:4]=4[F:24])=[CH:12][N:11]3[CH:13]=2)=[O:18])[CH2:21][CH2:20]1. The yield is 0.720.